Dataset: Reaction yield outcomes from USPTO patents with 853,638 reactions. Task: Predict the reaction yield, written as a fraction of the theoretical maximum amount of product (1.0 means a 100% yield; for example, 0.34 means a 34% yield). (1) The reactants are C[Si](C)(C)[C:3]1[CH:8]=[CH:7][C:6]([C:9]2[CH:14]=[CH:13][C:12]([C:15]3[CH:20]=[CH:19][C:18]([CH2:21][CH2:22][CH3:23])=[CH:17][CH:16]=3)=[CH:11][C:10]=2[F:24])=[C:5]([F:25])[C:4]=1[F:26].[I:29]Cl. The catalyst is C(#N)C. The product is [F:25][C:5]1[C:4]([F:26])=[C:3]([I:29])[CH:8]=[CH:7][C:6]=1[C:9]1[CH:14]=[CH:13][C:12]([C:15]2[CH:20]=[CH:19][C:18]([CH2:21][CH2:22][CH3:23])=[CH:17][CH:16]=2)=[CH:11][C:10]=1[F:24]. The yield is 0.540. (2) The reactants are [N+:1]([C:4]1[CH:9]=[CH:8][C:7]([C:10]2[NH:31][C:13]3[CH:14]=[N:15][C:16]([NH:18][C:19]([C:21]45[CH2:30][CH:25]6[CH2:26][CH:27]([CH2:29][CH:23]([CH2:24]6)[CH2:22]4)[CH2:28]5)=[O:20])=[CH:17][C:12]=3[N:11]=2)=[CH:6][CH:5]=1)([O-])=O. The catalyst is [Ni].CCO. The product is [NH2:1][C:4]1[CH:5]=[CH:6][C:7]([C:10]2[NH:31][C:13]3[CH:14]=[N:15][C:16]([NH:18][C:19]([C:21]45[CH2:22][CH:23]6[CH2:29][CH:27]([CH2:26][CH:25]([CH2:24]6)[CH2:30]4)[CH2:28]5)=[O:20])=[CH:17][C:12]=3[N:11]=2)=[CH:8][CH:9]=1. The yield is 1.00. (3) The reactants are [CH:1]1([S:4]([O:7][CH2:8][CH2:9][CH2:10][CH3:11])(=[O:6])=[O:5])[CH2:3][CH2:2]1.[CH2:12]1COCC1.CI. No catalyst specified. The product is [CH3:12][C:1]1([S:4]([O:7][CH2:8][CH2:9][CH2:10][CH3:11])(=[O:6])=[O:5])[CH2:3][CH2:2]1. The yield is 0.550. (4) The reactants are [CH3:1][C:2]([O:5][C:6](=[O:19])[NH:7][CH2:8][CH2:9][CH2:10][C:11]([C:13]1[N:14]([CH3:18])[CH:15]=[CH:16][N:17]=1)=[O:12])([CH3:4])[CH3:3].CB1N2CCC[C@H]2C(C2C=CC=CC=2)(C2C=CC=CC=2)O1.B. The catalyst is O1CCCC1. The product is [CH3:4][C:2]([O:5][C:6](=[O:19])[NH:7][CH2:8][CH2:9][CH2:10][C@@H:11]([OH:12])[C:13]1[N:14]([CH3:18])[CH:15]=[CH:16][N:17]=1)([CH3:1])[CH3:3]. The yield is 0.420. (5) The reactants are O1[C:5]2([CH2:10][CH2:9][O:8][CH2:7][CH:6]2[NH:11][S:12]([CH:15]([CH3:17])[CH3:16])(=[O:14])=[O:13])[O:4]CC1.CC1C=CC(S([O-])(=O)=O)=CC=1.C1C=C[NH+]=CC=1.CC1C=CC(S(O)(=O)=O)=CC=1.OS(O)(=O)=O. The product is [O:4]=[C:5]1[CH2:10][CH2:9][O:8][CH2:7][CH:6]1[NH:11][S:12]([CH:15]([CH3:17])[CH3:16])(=[O:14])=[O:13]. The catalyst is CC(C)=O.O. The yield is 0.690. (6) The catalyst is COCCOCCOC. The reactants are [CH3:1][C:2]1[CH:7]=[C:6]([CH3:8])[N:5]=[C:4](OS(C(F)(F)F)(=O)=O)[CH:3]=1.[N+:17]([C:20]1[CH:25]=[CH:24][C:23]([NH:26][CH2:27][CH2:28][NH2:29])=[CH:22][CH:21]=1)([O-:19])=[O:18]. The yield is 0.550. The product is [CH3:1][C:2]1[CH:7]=[C:6]([CH3:8])[N:5]=[C:4]([NH:29][CH2:28][CH2:27][NH:26][C:23]2[CH:22]=[CH:21][C:20]([N+:17]([O-:19])=[O:18])=[CH:25][CH:24]=2)[CH:3]=1. (7) The reactants are [NH2:1][CH2:2][C@H:3]1[CH2:7][CH2:6][N:5]([C:8]([O:10][C:11]([CH3:14])([CH3:13])[CH3:12])=[O:9])[CH2:4]1.Cl[C:16]([O:18][CH2:19][C:20]1[CH:25]=[CH:24][CH:23]=[CH:22][CH:21]=1)=[O:17].C(N(CC)CC)C. The catalyst is C1COCC1. The product is [CH2:19]([O:18][C:16](=[O:17])[NH:1][CH2:2][C@H:3]1[CH2:7][CH2:6][N:5]([C:8]([O:10][C:11]([CH3:14])([CH3:13])[CH3:12])=[O:9])[CH2:4]1)[C:20]1[CH:25]=[CH:24][CH:23]=[CH:22][CH:21]=1. The yield is 0.770.